The task is: Predict the reactants needed to synthesize the given product.. This data is from Full USPTO retrosynthesis dataset with 1.9M reactions from patents (1976-2016). (1) The reactants are: [Br:1][C:2]1[CH:3]=[N:4][C:5]([CH2:8][OH:9])=[N:6][CH:7]=1.[H-].[Na+].[CH3:12]I. Given the product [Br:1][C:2]1[CH:3]=[N:4][C:5]([CH2:8][O:9][CH3:12])=[N:6][CH:7]=1, predict the reactants needed to synthesize it. (2) Given the product [Br:10][C:11]1[CH:17]=[CH:16][C:14]([NH:15][C:2]2[CH:9]=[CH:8][C:5]([C:6]#[N:7])=[CH:4][CH:3]=2)=[CH:13][C:12]=1[CH3:18], predict the reactants needed to synthesize it. The reactants are: F[C:2]1[CH:9]=[CH:8][C:5]([C:6]#[N:7])=[CH:4][CH:3]=1.[Br:10][C:11]1[CH:17]=[CH:16][C:14]([NH2:15])=[CH:13][C:12]=1[CH3:18].C(OC(C)(C)C)(C)(C)C.[K].O. (3) Given the product [C:1]([C:5]1[C:6]([OH:13])=[C:7]([CH:8]=[C:9]([O:11][CH3:12])[CH:10]=1)[C:29]([NH:28][C:16]1[CH:17]=[CH:18][C:19]([S:21]([C:24]([F:25])([F:26])[F:27])(=[O:22])=[O:23])=[CH:20][C:15]=1[Cl:14])=[O:30])([CH3:4])([CH3:2])[CH3:3], predict the reactants needed to synthesize it. The reactants are: [C:1]([C:5]1[CH:10]=[C:9]([O:11][CH3:12])[CH:8]=[CH:7][C:6]=1[OH:13])([CH3:4])([CH3:3])[CH3:2].[Cl:14][C:15]1[CH:20]=[C:19]([S:21]([C:24]([F:27])([F:26])[F:25])(=[O:23])=[O:22])[CH:18]=[CH:17][C:16]=1[N:28]=[C:29]=[O:30]. (4) Given the product [Br:1][C:2]1[C:3]([CH2:4][O:5][CH:6]2[CH:11]([C:12]3[CH:17]=[CH:16][C:15]([O:18][CH2:19][CH2:20][CH2:21][O:22][CH2:23][C:24]4[CH:29]=[CH:28][CH:27]=[CH:26][C:25]=4[O:30][CH3:31])=[CH:14][CH:13]=3)[CH2:10][CH2:9][N:8]([C:32]([O:34][CH2:35][C:36]3[CH:41]=[CH:40][CH:39]=[CH:38][CH:37]=3)=[O:33])[CH2:7]2)=[CH:42][CH:43]=[C:44]2[C:45]=1[NH:46][C:49]([CH3:51])=[CH:50]2, predict the reactants needed to synthesize it. The reactants are: [Br:1][C:2]1[C:45]([N+:46]([O-])=O)=[CH:44][CH:43]=[CH:42][C:3]=1[CH2:4][O:5][CH:6]1[CH:11]([C:12]2[CH:17]=[CH:16][C:15]([O:18][CH2:19][CH2:20][CH2:21][O:22][CH2:23][C:24]3[CH:29]=[CH:28][CH:27]=[CH:26][C:25]=3[O:30][CH3:31])=[CH:14][CH:13]=2)[CH2:10][CH2:9][N:8]([C:32]([O:34][CH2:35][C:36]2[CH:41]=[CH:40][CH:39]=[CH:38][CH:37]=2)=[O:33])[CH2:7]1.[CH:49]([Mg]Br)([CH3:51])[CH3:50].